From a dataset of Full USPTO retrosynthesis dataset with 1.9M reactions from patents (1976-2016). Predict the reactants needed to synthesize the given product. Given the product [Cl:1][C:2]1[C:3]([CH3:18])=[C:4]([NH:10][C@H:11]([C@H:15]([OH:17])[CH3:16])[C:12]([NH:30][NH:29][C:27](=[O:28])[C:26]2[CH:25]=[CH:24][C:23]([S:20]([CH3:19])(=[O:21])=[O:22])=[CH:32][CH:31]=2)=[O:14])[CH:5]=[CH:6][C:7]=1[C:8]#[N:9], predict the reactants needed to synthesize it. The reactants are: [Cl:1][C:2]1[C:3]([CH3:18])=[C:4]([NH:10][C@H:11]([C@H:15]([OH:17])[CH3:16])[C:12]([OH:14])=O)[CH:5]=[CH:6][C:7]=1[C:8]#[N:9].[CH3:19][S:20]([C:23]1[CH:32]=[CH:31][C:26]([C:27]([NH:29][NH2:30])=[O:28])=[CH:25][CH:24]=1)(=[O:22])=[O:21].